Task: Predict the reaction yield, written as a fraction of the theoretical maximum amount of product (1.0 means a 100% yield; for example, 0.34 means a 34% yield).. Dataset: Reaction yield outcomes from USPTO patents with 853,638 reactions (1) The reactants are [C:1]([C:3]1[CH:4]=[C:5]([C:13]2[S:17][C:16]([C:18]3[CH:26]=[CH:25][CH:24]=[C:23]4[C:19]=3[CH2:20][CH2:21][C@H:22]4[NH:27]C(=O)OC(C)(C)C)=[CH:15][CH:14]=2)[CH:6]=[CH:7][C:8]=1[O:9][CH:10]([CH3:12])[CH3:11])#[N:2].Cl. The catalyst is O1CCOCC1. The product is [NH2:27][C@H:22]1[C:23]2[C:19](=[C:18]([C:16]3[S:17][C:13]([C:5]4[CH:6]=[CH:7][C:8]([O:9][CH:10]([CH3:12])[CH3:11])=[C:3]([CH:4]=4)[C:1]#[N:2])=[CH:14][CH:15]=3)[CH:26]=[CH:25][CH:24]=2)[CH2:20][CH2:21]1. The yield is 0.900. (2) The reactants are [OH:1][C:2]1[CH:7]=[CH:6][CH:5]=[CH:4][C:3]=1[C:8]([F:11])([F:10])[F:9].F[C:13]1[CH:18]=[CH:17][CH:16]=[CH:15][C:14]=1[N+:19]([O-:21])=[O:20].[F:22][C:23]([F:39])([F:38])[C:24]1[CH:37]=[CH:36][CH:35]=[CH:34][C:25]=1[O:26][C:27]1[CH:33]=[CH:32][CH:31]=[CH:30][C:28]=1[NH2:29].[NH2:40][C:41]1[S:42][CH:43]=[CH:44][N:45]=1. No catalyst specified. The product is [F:11][C:8]([F:9])([F:10])[C:3]1[CH:4]=[CH:5][CH:6]=[CH:7][C:2]=1[O:1][C:13]1[CH:18]=[CH:17][CH:16]=[CH:15][C:14]=1[N+:19]([O-:21])=[O:20].[F:22][C:23]([F:38])([F:39])[C:24]1[CH:37]=[CH:36][CH:35]=[CH:34][C:25]=1[O:26][C:27]1[CH:33]=[CH:32][CH:31]=[CH:30][C:28]=1[NH:29][C:2]([NH:40][C:41]1[S:42][CH:43]=[CH:44][N:45]=1)=[O:1]. The yield is 0.650. (3) The reactants are [F:1][C:2]1[C:10]2[C:5](=[C:6]([N:11]([CH3:20])[S:12]([C:15]3[S:16][CH:17]=[CH:18][CH:19]=3)(=[O:14])=[O:13])[CH:7]=[CH:8][CH:9]=2)[NH:4][C:3]=1[C:21]1[S:22][CH:23]([CH2:26][C:27]([O:29]CC)=[O:28])[CH2:24][N:25]=1.[OH-].[Na+].Cl. The catalyst is O1CCCC1.C(O)C. The product is [F:1][C:2]1[C:10]2[C:5](=[C:6]([N:11]([CH3:20])[S:12]([C:15]3[S:16][CH:17]=[CH:18][CH:19]=3)(=[O:13])=[O:14])[CH:7]=[CH:8][CH:9]=2)[NH:4][C:3]=1[C:21]1[S:22][CH:23]([CH2:26][C:27]([OH:29])=[O:28])[CH2:24][N:25]=1. The yield is 0.850. (4) The reactants are [Br:1][C:2]1[C:7]([CH3:8])=[CH:6][C:5]([OH:9])=[CH:4][C:3]=1[CH3:10].[S:11]1[CH2:16][CH2:15][CH:14](O)[CH2:13][CH2:12]1.C1(P(C2C=CC=CC=2)C2C=CC=CC=2)C=CC=CC=1.N(C(OCC)=O)=NC(OCC)=O. The catalyst is O1CCCC1. The product is [Br:1][C:2]1[C:7]([CH3:8])=[CH:6][C:5]([O:9][CH:14]2[CH2:15][CH2:16][S:11][CH2:12][CH2:13]2)=[CH:4][C:3]=1[CH3:10]. The yield is 0.860. (5) The yield is 0.690. The reactants are OS([O-])(=O)=O.[K+].[CH3:7][C:8]([S@@:11]([NH2:13])=[O:12])([CH3:10])[CH3:9].[CH:14]([C:16]1[CH:23]=[CH:22][C:19]([C:20]#[N:21])=[CH:18][CH:17]=1)=O. The product is [C:8]([S+:11](/[N:13]=[CH:14]/[C:16]1[CH:23]=[CH:22][C:19]([C:20]#[N:21])=[CH:18][CH:17]=1)[O-:12])([CH3:10])([CH3:9])[CH3:7]. The catalyst is C1(C)C=CC=CC=1. (6) The reactants are [CH3:1][C@H:2]1[N:7]([C:8]([C@H:10]2[CH2:15][CH2:14][C@@H:13]([NH:16][C:17]3[C:22]([N+:23]([O-])=O)=[CH:21][N:20]=[C:19]([O:26][CH2:27][CH2:28][N:29]4[CH2:34][CH2:33][CH2:32][CH2:31][CH2:30]4)[CH:18]=3)[CH2:12][CH2:11]2)=[O:9])[CH2:6][CH2:5][N:4]([C:35]([O:37][C:38]([CH3:41])([CH3:40])[CH3:39])=[O:36])[CH2:3]1.[Sn](Cl)Cl. The catalyst is CO.CCOC(C)=O. The product is [NH2:23][C:22]1[C:17]([NH:16][C@@H:13]2[CH2:12][CH2:11][C@H:10]([C:8]([N:7]3[CH2:6][CH2:5][N:4]([C:35]([O:37][C:38]([CH3:41])([CH3:40])[CH3:39])=[O:36])[CH2:3][C@H:2]3[CH3:1])=[O:9])[CH2:15][CH2:14]2)=[CH:18][C:19]([O:26][CH2:27][CH2:28][N:29]2[CH2:34][CH2:33][CH2:32][CH2:31][CH2:30]2)=[N:20][CH:21]=1. The yield is 1.00.